The task is: Predict the reactants needed to synthesize the given product.. This data is from Full USPTO retrosynthesis dataset with 1.9M reactions from patents (1976-2016). (1) Given the product [F:1][C:2]1([C:6]2[CH:11]=[CH:10][C:9]([C:12]3[CH2:16][C:15]([C:21]4[CH:26]=[C:25]([Cl:27])[C:24]([Cl:28])=[C:23]([Cl:29])[CH:22]=4)([C:17]([F:19])([F:20])[F:18])[O:14][N:13]=3)=[CH:8][CH:7]=2)[CH2:3][N:4]([C:30](=[O:34])[CH2:31][CH2:32][CH3:33])[CH2:5]1, predict the reactants needed to synthesize it. The reactants are: [F:1][C:2]1([C:6]2[CH:11]=[CH:10][C:9]([C:12]3[CH2:16][C:15]([C:21]4[CH:26]=[C:25]([Cl:27])[C:24]([Cl:28])=[C:23]([Cl:29])[CH:22]=4)([C:17]([F:20])([F:19])[F:18])[O:14][N:13]=3)=[CH:8][CH:7]=2)[CH2:5][NH:4][CH2:3]1.[C:30](O)(=[O:34])[CH2:31][CH2:32][CH3:33].F[P-](F)(F)(F)(F)F.N1(OC(N(C)C)=[N+](C)C)C2N=CC=CC=2N=N1.C(N(CC)CC)C. (2) Given the product [CH2:2]([N+:6]1[CH:10]=[CH:9][N:8]([CH3:11])[CH:7]=1)[CH2:3][CH2:4][CH3:5].[F:25][C:13]([F:12])([S:21]([O-:24])(=[O:23])=[O:22])[CH:14]([F:20])[O:15][C:16]([F:18])([F:17])[F:19], predict the reactants needed to synthesize it. The reactants are: [Cl-].[CH2:2]([N+:6]1[CH:10]=[CH:9][N:8]([CH3:11])[CH:7]=1)[CH2:3][CH2:4][CH3:5].[F:12][C:13]([F:25])([S:21]([O-:24])(=[O:23])=[O:22])[CH:14]([F:20])[O:15][C:16]([F:19])([F:18])[F:17].[K+]. (3) Given the product [Br:39][C:35]1[CH:11]=[CH:10][C:9]([CH2:8][C:7]#[N:6])=[CH:15][C:43]=1[Cl:45], predict the reactants needed to synthesize it. The reactants are: C(NC1C=CC2[C:7](=[CH:8][C:9]([CH3:15])=[CH:10][CH:11]=2)[N:6]=1)(=O)C.C1(P(C2C=CC=CC=2)C2C=CC=CC=2)C=CC=CC=1.[C:35]([Br:39])(Br)(Br)Br.[C-]#N.[K+].[CH2:43]([Cl:45])Cl. (4) Given the product [Cl:1][C:2]1[CH:9]=[C:8]([O:10][C:11]2[CH:16]=[CH:15][C:14]([OH:17])=[CH:13][C:12]=2[Cl:19])[CH:7]=[CH:6][C:3]=1[C:4]#[N:5], predict the reactants needed to synthesize it. The reactants are: [Cl:1][C:2]1[CH:9]=[C:8]([O:10][C:11]2[CH:16]=[CH:15][C:14]([O:17]C)=[CH:13][C:12]=2[Cl:19])[CH:7]=[CH:6][C:3]=1[C:4]#[N:5].B(Br)(Br)Br.CO.O. (5) Given the product [ClH:19].[F:1][C:2]1[CH:7]=[CH:6][CH:5]=[C:4]([F:8])[C:3]=1[C@H:9]([NH2:12])[CH:10]=[CH2:11], predict the reactants needed to synthesize it. The reactants are: [F:1][C:2]1[CH:7]=[CH:6][CH:5]=[C:4]([F:8])[C:3]=1[C@H:9]([NH:12][S@](C(C)(C)C)=O)[CH:10]=[CH2:11].[ClH:19].O1CCOCC1. (6) Given the product [CH3:7][C:6]1([CH3:8])[CH2:5][C:4](=[O:9])[CH:3]=[CH:2][O:1]1, predict the reactants needed to synthesize it. The reactants are: [OH:1][CH:2]=[CH:3][C:4](=[O:9])[CH:5]=[C:6]([CH3:8])[CH3:7].S([O-])([O-])(=O)=O.S(=O)(=O)(O)O.[OH-].[Na+]. (7) Given the product [CH:23]1([C:26]2[NH:30][N:29]=[C:28]([NH:31][C:5]3[C:6]([N+:8]([O-:10])=[O:9])=[CH:7][C:2]([F:1])=[C:3]([F:13])[C:4]=3[F:12])[CH:27]=2)[CH2:25][CH2:24]1, predict the reactants needed to synthesize it. The reactants are: [F:1][C:2]1[CH:7]=[C:6]([N+:8]([O-:10])=[O:9])[C:5](F)=[C:4]([F:12])[C:3]=1[F:13].CCN(C(C)C)C(C)C.[CH:23]1([C:26]2[NH:30][N:29]=[C:28]([NH2:31])[CH:27]=2)[CH2:25][CH2:24]1. (8) Given the product [NH2:15][C:16]1[C:17](=[O:33])[C:18]([CH2:24][NH2:25])=[C:19]([CH3:23])[NH:20][C:21]=1[CH3:22], predict the reactants needed to synthesize it. The reactants are: Cl.O1CCOCC1.CC(OC([NH:15][C:16]1[C:17](=[O:33])[C:18]([CH2:24][NH:25]C(=O)OC(C)(C)C)=[C:19]([CH3:23])[NH:20][C:21]=1[CH3:22])=O)(C)C. (9) Given the product [CH3:30][N:31]([C:33]([NH2:35])=[O:34])/[N:32]=[C:23](/[C:20]1[CH:21]=[CH:22][C:17]2[N:18]([C:14]([C:11]3([C:7]4[CH:6]=[C:5]5[C:10](=[CH:9][CH:8]=4)[N:1]=[CH:2][CH:3]=[CH:4]5)[CH2:12][CH2:13]3)=[N:15][N:16]=2)[N:19]=1)\[CH3:24], predict the reactants needed to synthesize it. The reactants are: [N:1]1[C:10]2[C:5](=[CH:6][C:7]([C:11]3([C:14]4[N:18]5[N:19]=[C:20]([C:23](=O)[CH3:24])[CH:21]=[CH:22][C:17]5=[N:16][N:15]=4)[CH2:13][CH2:12]3)=[CH:8][CH:9]=2)[CH:4]=[CH:3][CH:2]=1.C(O)(=O)C.[CH3:30][N:31]([C:33]([NH2:35])=[O:34])[NH2:32]. (10) Given the product [CH3:1][O:2][C:3]([C:5]1[S:6][CH:7]=[C:8]([Br:11])[C:9]=1[O:10][CH3:12])=[O:4], predict the reactants needed to synthesize it. The reactants are: [CH3:1][O:2][C:3]([C:5]1[S:6][CH:7]=[C:8]([Br:11])[C:9]=1[OH:10])=[O:4].[C:12](=O)([O-])[O-].[K+].[K+].IC.